This data is from Forward reaction prediction with 1.9M reactions from USPTO patents (1976-2016). The task is: Predict the product of the given reaction. (1) Given the reactants [ClH:1].Cl.[CH3:3][O:4][C:5]1[CH:10]=[CH:9][C:8]([C:11]2[CH:16]=[CH:15][C:14]([C:17]#[N:18])=[CH:13][CH:12]=2)=[CH:7][C:6]=1[CH2:19][NH:20][C@H:21]1[CH2:26][CH2:25][N:24]([C:27]([CH:29]2[CH2:34][CH2:33][NH:32][CH2:31][CH2:30]2)=[O:28])[CH2:23][C@H:22]1[C:35]1[CH:40]=[CH:39][CH:38]=[CH:37][CH:36]=1.[C:41]([NH:44][CH2:45][C:46](O)=[O:47])(=[O:43])[CH3:42], predict the reaction product. The product is: [ClH:1].[C:17]([C:14]1[CH:13]=[CH:12][C:11]([C:8]2[CH:9]=[CH:10][C:5]([O:4][CH3:3])=[C:6]([CH2:19][NH:20][C@H:21]3[CH2:26][CH2:25][N:24]([C:27]([CH:29]4[CH2:30][CH2:31][N:32]([C:46](=[O:47])[CH2:45][NH:44][C:41](=[O:43])[CH3:42])[CH2:33][CH2:34]4)=[O:28])[CH2:23][C@H:22]3[C:35]3[CH:40]=[CH:39][CH:38]=[CH:37][CH:36]=3)[CH:7]=2)=[CH:16][CH:15]=1)#[N:18]. (2) Given the reactants [CH:1]1[C:12]2[CH2:11][CH2:10][C:9]3[CH:13]=[CH:14][CH:15]=[CH:16][C:8]=3[C:7](=O)[NH:6][C:5]=2[CH:4]=[CH:3][CH:2]=1.[H-].[H-].[H-].[H-].[Li+].[Al+3], predict the reaction product. The product is: [CH:1]1[C:12]2[CH2:11][CH2:10][C:9]3[CH:13]=[CH:14][CH:15]=[CH:16][C:8]=3[CH2:7][NH:6][C:5]=2[CH:4]=[CH:3][CH:2]=1. (3) Given the reactants [CH3:1][O:2][C:3](=[O:25])[CH:4]([C:16]1[CH:21]=[CH:20][C:19](SC)=[C:18]([Cl:24])[CH:17]=1)[CH2:5][CH:6]1[CH2:10][CH2:9][C:8]2([O:15][CH2:14][CH2:13][CH2:12][O:11]2)[CH2:7]1.Cl[C:27]1C=C(C=CC=1)C(OO)=O.C(=O)(O)[O-].[Na+].[S:42](=[O:45])(O)[O-:43].[Na+], predict the reaction product. The product is: [CH3:1][O:2][C:3](=[O:25])[CH:4]([C:16]1[CH:21]=[CH:20][C:19]([S:42]([CH3:27])(=[O:45])=[O:43])=[C:18]([Cl:24])[CH:17]=1)[CH2:5][CH:6]1[CH2:10][CH2:9][C:8]2([O:11][CH2:12][CH2:13][CH2:14][O:15]2)[CH2:7]1. (4) Given the reactants [O-:1][S:2]([C:5]([F:8])([F:7])[F:6])(=[O:4])=[O:3].[CH3:9][O:10][C:11]1[CH:12]=[C:13]2[C:18](=[CH:19][CH:20]=1)[C:17](O)=[CH:16][CH:15]=[CH:14]2, predict the reaction product. The product is: [CH3:9][O:10][C:11]1[CH:12]=[C:13]2[C:18]([CH:17]=[CH:16][CH:15]=[C:14]2[OH:1])=[CH:19][CH:20]=1.[O-:4][S:2]([C:5]([F:8])([F:7])[F:6])(=[O:3])=[O:1]. (5) Given the reactants [NH2:1][C:2]1[CH:3]=[CH:4][C:5]([F:17])=[C:6]([C@:8]2([CH3:16])[C@@H:13]([F:14])[CH2:12][O:11][C:10]([NH2:15])=[N:9]2)[CH:7]=1.[CH3:18][O:19][C:20]1[CH:21]=[CH:22][C:23]([C:26](O)=[O:27])=[N:24][CH:25]=1, predict the reaction product. The product is: [NH2:15][C:10]1[O:11][CH2:12][C@H:13]([F:14])[C@:8]([C:6]2[CH:7]=[C:2]([NH:1][C:26]([C:23]3[CH:22]=[CH:21][C:20]([O:19][CH3:18])=[CH:25][N:24]=3)=[O:27])[CH:3]=[CH:4][C:5]=2[F:17])([CH3:16])[N:9]=1.